Dataset: hERG Central: cardiac toxicity at 1µM, 10µM, and general inhibition. Task: Predict hERG channel inhibition at various concentrations. (1) The compound is Cc1ccccc1OCC(O)CN1CCN(CC(O)COc2ccccc2C)C(C)C1.O=C(O)C(=O)O. Results: hERG_inhib (hERG inhibition (general)): blocker. (2) The drug is COc1ccccc1NS(=O)(=O)c1cccc(C(=O)NC2CCN(Cc3ccccc3)CC2)c1. Results: hERG_inhib (hERG inhibition (general)): blocker. (3) The molecule is OCC1(CCOc2ccccc2)CCN(Cc2cn[nH]c2-c2ccccc2)CC1. Results: hERG_inhib (hERG inhibition (general)): blocker. (4) The drug is O=C(c1cccs1)N1CCC(c2nc3ccccc3s2)CC1. Results: hERG_inhib (hERG inhibition (general)): blocker. (5) The molecule is NC(=O)CCCn1c(C(=O)c2ccc(Cl)cc2)c2ccc([N+](=O)[O-])cc2[n+]1[O-]. Results: hERG_inhib (hERG inhibition (general)): blocker. (6) The drug is CCCCCCCNC(=O)CN1N=C(c2ccc(C)cc2)CCC1=O. Results: hERG_inhib (hERG inhibition (general)): blocker. (7) The compound is CC(OC(=O)c1ccc2ncsc2c1)C(=O)N1CCCC1. Results: hERG_inhib (hERG inhibition (general)): blocker. (8) The molecule is Cc1ccccc1-c1nc(CS(=O)CC(=O)NCCN2CCN(Cc3ccccc3)CC2)c(C)o1. Results: hERG_inhib (hERG inhibition (general)): blocker. (9) The drug is COc1ccc(CNc2nc(SCC(=O)NCc3ccco3)nc3ccccc23)cc1. Results: hERG_inhib (hERG inhibition (general)): blocker. (10) The drug is COc1ccc(C(=O)C2CCCN(Cc3c(O)cccc3OC)C2)cc1OC. Results: hERG_inhib (hERG inhibition (general)): blocker.